This data is from Full USPTO retrosynthesis dataset with 1.9M reactions from patents (1976-2016). The task is: Predict the reactants needed to synthesize the given product. (1) Given the product [S:1]1[CH:5]=[CH:4][CH:3]=[C:2]1[C:6]([C:8]1[CH:9]=[N:10][N:11]2[C:16]([C:17]3[CH:18]=[C:19]([CH:24]=[CH:25][CH:26]=3)[C:20]([OH:22])=[O:21])=[CH:15][CH:14]=[N:13][C:12]=12)=[O:7], predict the reactants needed to synthesize it. The reactants are: [S:1]1[CH:5]=[CH:4][CH:3]=[C:2]1[C:6]([C:8]1[CH:9]=[N:10][N:11]2[C:16]([C:17]3[CH:18]=[C:19]([CH:24]=[CH:25][CH:26]=3)[C:20]([O:22]C)=[O:21])=[CH:15][CH:14]=[N:13][C:12]=12)=[O:7].[OH-].[K+]. (2) The reactants are: CO[C:3]1[CH:30]=[CH:29][C:6]([CH2:7][O:8][C:9]2[CH:10]=[C:11]3[C:16](=[CH:17][C:18]=2[O:19][CH3:20])[N:15]=[N:14][CH:13]=[C:12]3[C:21]2[CH:22]=[N:23][C:24](F)=[C:25]([CH3:27])[CH:26]=2)=[CH:5][CH:4]=1.[NH:31]1[CH2:36][CH2:35][CH:34]([C:37]([OH:40])([CH3:39])[CH3:38])[CH2:33][CH2:32]1. Given the product [CH2:7]([O:8][C:9]1[CH:10]=[C:11]2[C:16](=[CH:17][C:18]=1[O:19][CH3:20])[N:15]=[N:14][CH:13]=[C:12]2[C:21]1[CH:26]=[C:25]([CH3:27])[C:24]([N:31]2[CH2:36][CH2:35][CH:34]([C:37]([OH:40])([CH3:39])[CH3:38])[CH2:33][CH2:32]2)=[N:23][CH:22]=1)[C:6]1[CH:5]=[CH:4][CH:3]=[CH:30][CH:29]=1, predict the reactants needed to synthesize it. (3) The reactants are: [OH:1][CH:2]([C:20]1[CH:25]=[CH:24][C:23]([O:26][C:27]2[CH:32]=[CH:31][CH:30]=[CH:29][CH:28]=2)=[CH:22][CH:21]=1)[CH:3]([CH2:9][C:10]1[CH:15]=[CH:14][C:13]([C:16]([F:19])([F:18])[F:17])=[CH:12][CH:11]=1)[C:4]([O:6]CC)=[O:5].[OH-].[Na+].Cl. Given the product [OH:1][CH:2]([C:20]1[CH:21]=[CH:22][C:23]([O:26][C:27]2[CH:28]=[CH:29][CH:30]=[CH:31][CH:32]=2)=[CH:24][CH:25]=1)[CH:3]([CH2:9][C:10]1[CH:11]=[CH:12][C:13]([C:16]([F:18])([F:19])[F:17])=[CH:14][CH:15]=1)[C:4]([OH:6])=[O:5], predict the reactants needed to synthesize it. (4) Given the product [C:7]([O:6][C:5]([NH:4][CH2:3][CH:2]([F:1])[CH2:12][N:13]1[C:22]2[CH:21]=[C:20]3[CH2:23][CH2:24][CH2:25][CH2:26][C:19]3=[CH:18][C:17]=2[C:16]2=[N:27][N:28]([C:37]([O:36][C:33]([CH3:35])([CH3:34])[CH3:32])=[O:38])[C:29]([CH3:30])=[C:15]2[C:14]1=[O:31])=[O:11])([CH3:9])([CH3:8])[CH3:10], predict the reactants needed to synthesize it. The reactants are: [F:1][CH:2]([CH2:12][N:13]1[C:22]2[CH:21]=[C:20]3[CH2:23][CH2:24][CH2:25][CH2:26][C:19]3=[CH:18][C:17]=2[C:16]2=[N:27][NH:28][C:29]([CH3:30])=[C:15]2[C:14]1=[O:31])[CH2:3][NH:4][C:5](=[O:11])[O:6][C:7]([CH3:10])([CH3:9])[CH3:8].[CH3:32][C:33]([O:36][C:37](O[C:37]([O:36][C:33]([CH3:35])([CH3:34])[CH3:32])=[O:38])=[O:38])([CH3:35])[CH3:34]. (5) Given the product [Cl:38][C:24]1[C:25]([NH:27][C:28]2[CH:37]=[CH:36][CH:35]=[CH:34][C:29]=2[C:30]([NH:32][CH3:33])=[O:31])=[N:26][C:21]([NH:17][C:12]2[C:13]([O:15][CH3:16])=[CH:14][C:7]3[CH2:6][CH2:5][N:4]([CH2:3][C:2]([F:1])([F:19])[CH3:18])[CH2:10][CH2:9][C:8]=3[CH:11]=2)=[N:22][CH:23]=1, predict the reactants needed to synthesize it. The reactants are: [F:1][C:2]([F:19])([CH3:18])[CH2:3][N:4]1[CH2:10][CH2:9][C:8]2[CH:11]=[C:12]([NH2:17])[C:13]([O:15][CH3:16])=[CH:14][C:7]=2[CH2:6][CH2:5]1.Cl[C:21]1[N:26]=[C:25]([NH:27][C:28]2[CH:37]=[CH:36][CH:35]=[CH:34][C:29]=2[C:30]([NH:32][CH3:33])=[O:31])[C:24]([Cl:38])=[CH:23][N:22]=1. (6) Given the product [I:1][C:2]1[CH:7]=[CH:6][CH:5]=[CH:4][C:3]=1[N:8]=[C:10]=[O:12], predict the reactants needed to synthesize it. The reactants are: [I:1][C:2]1[CH:7]=[CH:6][CH:5]=[CH:4][C:3]=1[NH2:8].Cl[C:10](Cl)([O:12]C(=O)OC(Cl)(Cl)Cl)Cl.C(=O)(O)[O-].[Na+]. (7) The reactants are: Cl[C:2]1[CH:3]=[CH:4][C:5]2[CH2:6][N:7]([CH3:19])[CH2:8][CH:9]([C:13]3[CH:18]=[CH:17][CH:16]=[CH:15][CH:14]=3)[O:10][C:11]=2[N:12]=1.[F:20][C:21]1[CH:22]=[C:23]([CH:25]=[CH:26][C:27]=1[N:28]1[CH:32]=[C:31]([CH3:33])[N:30]=[CH:29]1)[NH2:24]. Given the product [F:20][C:21]1[CH:22]=[C:23]([NH:24][C:2]2[CH:3]=[CH:4][C:5]3[CH2:6][N:7]([CH3:19])[CH2:8][CH:9]([C:13]4[CH:18]=[CH:17][CH:16]=[CH:15][CH:14]=4)[O:10][C:11]=3[N:12]=2)[CH:25]=[CH:26][C:27]=1[N:28]1[CH:32]=[C:31]([CH3:33])[N:30]=[CH:29]1, predict the reactants needed to synthesize it. (8) Given the product [Cl:1][C:2]1[C:3]([C:17]2[CH:22]=[C:21]([Cl:23])[CH:20]=[CH:19][C:18]=2[C:24]#[N:25])=[CH:4][C:5](=[O:16])[N:6]([CH:8]([CH2:12][CH2:13][O:14][CH3:15])[C:9]([NH:35][C:33]2[CH:32]=[CH:31][N:30]3[N:26]=[CH:27][CH:28]=[C:29]3[CH:34]=2)=[O:10])[CH:7]=1, predict the reactants needed to synthesize it. The reactants are: [Cl:1][C:2]1[C:3]([C:17]2[CH:22]=[C:21]([Cl:23])[CH:20]=[CH:19][C:18]=2[C:24]#[N:25])=[CH:4][C:5](=[O:16])[N:6]([CH:8]([CH2:12][CH2:13][O:14][CH3:15])[C:9](O)=[O:10])[CH:7]=1.[N:26]1[N:30]2[CH:31]=[CH:32][C:33]([NH2:35])=[CH:34][C:29]2=[CH:28][CH:27]=1. (9) Given the product [Cl:12][C:13]1[CH:21]=[CH:20][CH:19]=[C:18]2[C:14]=1[C:15](=[O:23])[C:16](=[O:22])[N:17]2[CH2:2][CH2:4][CH2:6][CH2:7][CH3:8], predict the reactants needed to synthesize it. The reactants are: N1C2[C:6](=[CH:7][CH:8]=CC=2)[C:4](=O)[C:2]1=O.[Cl:12][C:13]1[CH:21]=[CH:20][CH:19]=[C:18]2[C:14]=1[C:15](=[O:23])[C:16](=[O:22])[NH:17]2. (10) Given the product [O:30]1[CH:34]=[CH:33][C:32]([C:2]2[C:10]3[O:9][CH2:8][CH:7]([C:11]4[CH:12]=[CH:13][C:14]([CH:17]([CH3:18])[CH3:19])=[CH:15][CH:16]=4)[C:6]=3[C:5]([CH3:20])=[C:4]([NH:21][C:22](=[O:28])[CH2:23][C:24]([CH3:26])([CH3:25])[CH3:27])[C:3]=2[CH3:29])=[CH:31]1, predict the reactants needed to synthesize it. The reactants are: Br[C:2]1[C:10]2[O:9][CH2:8][CH:7]([C:11]3[CH:16]=[CH:15][C:14]([CH:17]([CH3:19])[CH3:18])=[CH:13][CH:12]=3)[C:6]=2[C:5]([CH3:20])=[C:4]([NH:21][C:22](=[O:28])[CH2:23][C:24]([CH3:27])([CH3:26])[CH3:25])[C:3]=1[CH3:29].[O:30]1[CH:34]=[CH:33][C:32](B(O)O)=[CH:31]1.